Dataset: Forward reaction prediction with 1.9M reactions from USPTO patents (1976-2016). Task: Predict the product of the given reaction. Given the reactants [CH:1]1[C:13]2[NH:12][C:11]3[C:6](=[CH:7][CH:8]=[CH:9][CH:10]=3)[C:5]=2[CH:4]=[CH:3][CH:2]=1.Br[CH2:15][C:16]([O:18][C:19]([CH3:22])([CH3:21])[CH3:20])=[O:17].C(O[K])(C)(C)C.C(O)(=O)C(O)=O, predict the reaction product. The product is: [C:19]([O:18][C:16]([CH2:15][N:12]1[C:11]2[CH:10]=[CH:9][CH:8]=[CH:7][C:6]=2[C:5]2[C:13]1=[CH:1][CH:2]=[CH:3][CH:4]=2)=[O:17])([CH3:22])([CH3:21])[CH3:20].